Task: Predict the reactants needed to synthesize the given product.. Dataset: Retrosynthesis with 50K atom-mapped reactions and 10 reaction types from USPTO (1) Given the product COc1cc([N+](=O)[O-])ccc1OCCN1CCC(F)C1, predict the reactants needed to synthesize it. The reactants are: COc1cc([N+](=O)[O-])ccc1OCCBr.FC1CCNC1. (2) The reactants are: COc1cccc(C(=O)C2CCNCC2)c1.O=C(Cl)c1ccco1. Given the product COc1cccc(C(=O)C2CCN(C(=O)c3ccco3)CC2)c1, predict the reactants needed to synthesize it.